The task is: Regression/Classification. Given a drug SMILES string, predict its absorption, distribution, metabolism, or excretion properties. Task type varies by dataset: regression for continuous measurements (e.g., permeability, clearance, half-life) or binary classification for categorical outcomes (e.g., BBB penetration, CYP inhibition). Dataset: rlm.. This data is from Rat liver microsome stability data. (1) The compound is CCOc1ccccc1N(CC(=O)Nc1cc(OC)ccc1OC)S(=O)(=O)c1ccccc1. The result is 1 (stable in rat liver microsomes). (2) The molecule is CCN(CC)[C@@H](C)CNC(=O)c1cc(-c2cnn3ccc(-c4cccs4)nc23)nc(N2CC(OC)C2)c1. The result is 0 (unstable in rat liver microsomes). (3) The drug is O=C(O)CCC(=O)Nc1nc(-c2ccccc2)cs1. The result is 0 (unstable in rat liver microsomes). (4) The result is 1 (stable in rat liver microsomes). The drug is COc1ccc2[nH]c([S+]([O-])Cc3ncc(C)c(OC)c3C)nc2n1. (5) The drug is O=C(CN1CCC(N2C(=O)OCc3c(F)cccc32)CC1)Nc1ccc2[nH]c3ccccc3c2c1. The result is 1 (stable in rat liver microsomes). (6) The compound is O=C(c1cnc2ccc(F)cc2c1N1CCCCCC1)N1CCN(C(=O)C2CC2)CC1. The result is 1 (stable in rat liver microsomes). (7) The compound is C=CC(=O)NCc1coc(-c2c(N)ncnc2Nc2ccc(Oc3cccc(F)c3)c(Cl)c2)n1. The result is 0 (unstable in rat liver microsomes). (8) The result is 0 (unstable in rat liver microsomes). The drug is COc1cc(NCCCNC(=O)C2CCC3(CC2)OOC2(OO3)C3CC4CC(C3)CC2C4)c2ncccc2c1-c1ccc(F)cc1. (9) The drug is CCCNc1nc(NCc2ccc(NC(=O)c3ccc(F)cc3)cc2)c2ccc(C)cc2n1. The result is 1 (stable in rat liver microsomes). (10) The drug is CC1(C)CCN(c2c(C(=O)N3CCN(C(=O)C4CC4)CC3)cnc3ccc(F)cc23)CC1. The result is 1 (stable in rat liver microsomes).